Dataset: Reaction yield outcomes from USPTO patents with 853,638 reactions. Task: Predict the reaction yield, written as a fraction of the theoretical maximum amount of product (1.0 means a 100% yield; for example, 0.34 means a 34% yield). (1) The reactants are Br[C:2]1[CH:7]=[CH:6][C:5]([S:8]([CH3:11])(=[O:10])=[O:9])=[CH:4][C:3]=1[CH3:12].[B:13]1([B:13]2[O:17][C:16]([CH3:19])([CH3:18])[C:15]([CH3:21])([CH3:20])[O:14]2)[O:17][C:16]([CH3:19])([CH3:18])[C:15]([CH3:21])([CH3:20])[O:14]1.C([O-])(=O)C.[K+]. The catalyst is CN(C)C=O.C1C=CC(P(C2C=CC=CC=2)[C-]2C=CC=C2)=CC=1.C1C=CC(P(C2C=CC=CC=2)[C-]2C=CC=C2)=CC=1.Cl[Pd]Cl.[Fe+2]. The product is [CH3:20][C:15]1([CH3:21])[C:16]([CH3:19])([CH3:18])[O:17][B:13]([C:2]2[CH:7]=[CH:6][C:5]([S:8]([CH3:11])(=[O:10])=[O:9])=[CH:4][C:3]=2[CH3:12])[O:14]1. The yield is 0.680. (2) The reactants are [OH:1][C:2]1[CH:7]=[C:6]([O:8][CH2:9][CH2:10][O:11][CH3:12])[CH:5]=[CH:4][C:3]=1/[CH:13]=[CH:14]/[C:15]([O:17][CH2:18][CH3:19])=[O:16].Br[CH2:21][CH:22]1[CH2:24][CH2:23]1.C(=O)([O-])[O-].[K+].[K+].O. The catalyst is CN(C)C=O. The product is [CH:22]1([CH2:21][O:1][C:2]2[CH:7]=[C:6]([O:8][CH2:9][CH2:10][O:11][CH3:12])[CH:5]=[CH:4][C:3]=2/[CH:13]=[CH:14]/[C:15]([O:17][CH2:18][CH3:19])=[O:16])[CH2:24][CH2:23]1. The yield is 0.840.